From a dataset of Forward reaction prediction with 1.9M reactions from USPTO patents (1976-2016). Predict the product of the given reaction. (1) Given the reactants [CH3:1][O-:2].[Na+].Cl[C:5]1[CH:10]=[CH:9][CH:8]=[C:7]([CH3:11])[N:6]=1.O, predict the reaction product. The product is: [CH3:1][O:2][C:5]1[CH:10]=[CH:9][CH:8]=[C:7]([CH3:11])[N:6]=1. (2) Given the reactants [CH3:1][C:2]([CH3:27])([CH3:26])[CH2:3][O:4][C:5]([NH:7][C@@H:8]([CH2:12][NH:13]CC=C1C(=O)CC(C)(C)CC1=O)[C:9]([OH:11])=[O:10])=[O:6].NN, predict the reaction product. The product is: [NH2:13][CH2:12][C@H:8]([NH:7][C:5]([O:4][CH2:3][C:2]([CH3:27])([CH3:26])[CH3:1])=[O:6])[C:9]([OH:11])=[O:10]. (3) Given the reactants Cl[C:2]1[N:7]=[C:6]([Cl:8])[N:5]=[CH:4][N:3]=1.[F:9][C:10]1[CH:15]=[C:14]([F:16])[C:13]([F:17])=[CH:12][C:11]=1[C@H:18]1[CH2:22][NH:21][CH2:20][C@@H:19]1[NH:23][C:24](=[O:30])[O:25][C:26]([CH3:29])([CH3:28])[CH3:27].C(N(C(C)C)C(C)C)C, predict the reaction product. The product is: [Cl:8][C:6]1[N:5]=[CH:4][N:3]=[C:2]([N:21]2[CH2:22][C@H:18]([C:11]3[CH:12]=[C:13]([F:17])[C:14]([F:16])=[CH:15][C:10]=3[F:9])[C@@H:19]([NH:23][C:24](=[O:30])[O:25][C:26]([CH3:28])([CH3:27])[CH3:29])[CH2:20]2)[N:7]=1.